Dataset: Full USPTO retrosynthesis dataset with 1.9M reactions from patents (1976-2016). Task: Predict the reactants needed to synthesize the given product. Given the product [Br:1][C:2]1[C:3]2[C:4]([S:19][C:20]3[CH:25]=[CH:24][C:23]([Cl:26])=[CH:22][CH:21]=3)=[C:5]3[CH:14]([CH2:15][C:16]([O:18][CH3:27])=[O:17])[CH2:13][CH2:12][N:6]3[C:7]=2[CH:8]=[CH:9][CH:10]=1, predict the reactants needed to synthesize it. The reactants are: [Br:1][C:2]1[C:3]2[C:4]([S:19][C:20]3[CH:25]=[CH:24][C:23]([Cl:26])=[CH:22][CH:21]=3)=[C:5]3[CH:14]([CH2:15][C:16]([OH:18])=[O:17])[CH2:13][CH2:12][N:6]3[C:7]=2[CH:8]=[C:9](I)[CH:10]=1.[CH3:27]COC(C)=O.